From a dataset of Reaction yield outcomes from USPTO patents with 853,638 reactions. Predict the reaction yield, written as a fraction of the theoretical maximum amount of product (1.0 means a 100% yield; for example, 0.34 means a 34% yield). (1) The reactants are Br[C:2]1[CH:7]=[CH:6][C:5]([NH:8][C:9]2[CH:14]=[CH:13][C:12](Br)=[CH:11][CH:10]=2)=[CH:4][CH:3]=1.[C:16]1(B(O)O)[CH:21]=[CH:20][CH:19]=[CH:18][CH:17]=1.C(=O)([O-])[O-].[K+].[K+]. The catalyst is C([O-])(=O)C.[Pd+2].C([O-])(=O)C.COCCOC. The product is [C:2]1([C:2]2[CH:7]=[CH:6][CH:5]=[CH:4][CH:3]=2)[CH:7]=[CH:6][C:5]([NH:8][C:9]2[CH:14]=[CH:13][C:12]([C:16]3[CH:21]=[CH:20][CH:19]=[CH:18][CH:17]=3)=[CH:11][CH:10]=2)=[CH:4][CH:3]=1. The yield is 0.720. (2) The reactants are Cl.[CH2:2]([N:4]1[CH2:8][CH2:7][C:6]2([CH2:13][CH2:12][NH:11][CH2:10][CH2:9]2)[C:5]1=[O:14])[CH3:3].C(N(CC)CC)C.[F:22][C:23]([F:35])([F:34])[C:24]1[CH:29]=[CH:28][C:27]([S:30](Cl)(=[O:32])=[O:31])=[CH:26][CH:25]=1.O. The catalyst is ClCCl. The product is [CH2:2]([N:4]1[CH2:8][CH2:7][C:6]2([CH2:13][CH2:12][N:11]([S:30]([C:27]3[CH:26]=[CH:25][C:24]([C:23]([F:22])([F:34])[F:35])=[CH:29][CH:28]=3)(=[O:32])=[O:31])[CH2:10][CH2:9]2)[C:5]1=[O:14])[CH3:3]. The yield is 0.520. (3) The catalyst is C(Cl)Cl.O.CO.C(Cl)Cl. The product is [C:1]([O:5][C:6]([NH:8][C@@H:9]([CH2:13][CH2:14][S:15][CH3:16])[C:10]([O:12][C:24]1[CH:23]=[CH:22][C:21]([NH:20][C:18](=[O:19])[CH3:17])=[CH:26][CH:25]=1)=[O:11])=[O:7])([CH3:4])([CH3:3])[CH3:2]. The reactants are [C:1]([O:5][C:6]([NH:8][C@@H:9]([CH2:13][CH2:14][S:15][CH3:16])[C:10]([OH:12])=[O:11])=[O:7])([CH3:4])([CH3:3])[CH3:2].[CH3:17][C:18]([NH:20][C:21]1[CH:22]=[CH:23][C:24](O)=[CH:25][CH:26]=1)=[O:19].CN(C(ON1N=NC2C=CC=CC1=2)=[N+](C)C)C.[B-](F)(F)(F)F.CCN(C(C)C)C(C)C.C1C=C2C(C(O)(O)C(=O)C2=CC=1)=O. The yield is 0.560.